Dataset: Full USPTO retrosynthesis dataset with 1.9M reactions from patents (1976-2016). Task: Predict the reactants needed to synthesize the given product. (1) Given the product [CH2:1]([Si:7]([O:12][CH3:13])([O:8][CH3:9])[O:10][CH3:11])[CH2:2][CH2:3][CH:4]([CH3:5])[CH3:6].[OH-:14].[K+:15], predict the reactants needed to synthesize it. The reactants are: [CH2:1]([Si:7]([O:12][CH3:13])([O:10][CH3:11])[O:8][CH3:9])[CH2:2][CH2:3][CH:4]([CH3:6])[CH3:5].[OH-:14].[K+:15]. (2) Given the product [CH3:1][O:2][C:3](=[O:30])[CH2:4][C:5]1[CH:6]=[CH:7][C:8]([C:11]#[C:12][C:13]2[CH:18]=[C:17]([C:19]([CH3:22])([CH3:21])[CH3:20])[C:16]([O:23][CH:24]([CH3:26])[CH3:25])=[C:15]([CH2:27][OH:28])[C:14]=2[CH3:29])=[CH:9][CH:10]=1, predict the reactants needed to synthesize it. The reactants are: [CH3:1][O:2][C:3](=[O:30])[CH2:4][C:5]1[CH:10]=[CH:9][C:8]([C:11]#[C:12][C:13]2[CH:18]=[C:17]([C:19]([CH3:22])([CH3:21])[CH3:20])[C:16]([O:23][CH:24]([CH3:26])[CH3:25])=[C:15]([CH:27]=[O:28])[C:14]=2[CH3:29])=[CH:7][CH:6]=1.[BH4-].[Na+]. (3) Given the product [CH3:11][N:5]1[CH:4]=[C:3]2[C:7]([CH:8]=[CH:9][CH:10]=[C:2]2[C:14]#[C:13][CH2:12][OH:15])=[N:6]1, predict the reactants needed to synthesize it. The reactants are: Br[C:2]1[C:3]2[C:7]([CH:8]=[CH:9][CH:10]=1)=[N:6][N:5]([CH3:11])[CH:4]=2.[CH2:12]([OH:15])[C:13]#[CH:14]. (4) Given the product [Cl:1][C:2]1[CH:7]=[CH:6][CH:5]=[CH:4][C:3]=1[C:8](=[O:12])[CH:9]([CH3:10])[CH3:11], predict the reactants needed to synthesize it. The reactants are: [Cl:1][C:2]1[CH:7]=[CH:6][CH:5]=[CH:4][C:3]=1[CH:8]([OH:12])[CH:9]([CH3:11])[CH3:10].C1C=C[NH+]=CC=1.[O-][Cr](Cl)(=O)=O. (5) Given the product [NH2:1][C:2]1[C:3]([C:9]([O:11][CH3:12])=[O:10])=[N:4][C:5]([C:15]2[C:14]([F:13])=[CH:19][CH:18]=[CH:17][C:16]=2[F:20])=[CH:6][CH:7]=1, predict the reactants needed to synthesize it. The reactants are: [NH2:1][C:2]1[C:3]([C:9]([O:11][CH3:12])=[O:10])=[N:4][C:5](Br)=[CH:6][CH:7]=1.[F:13][C:14]1[CH:19]=[CH:18][CH:17]=[C:16]([F:20])[C:15]=1B(O)O.